From a dataset of CYP2D6 inhibition data for predicting drug metabolism from PubChem BioAssay. Regression/Classification. Given a drug SMILES string, predict its absorption, distribution, metabolism, or excretion properties. Task type varies by dataset: regression for continuous measurements (e.g., permeability, clearance, half-life) or binary classification for categorical outcomes (e.g., BBB penetration, CYP inhibition). Dataset: cyp2d6_veith. (1) The drug is COc1ccc(C(=O)Nc2ccc(NC(=O)c3cnccn3)cn2)cc1. The result is 0 (non-inhibitor). (2) The drug is CCC1Oc2ccccc2N(CC(=O)NCCCN2CCCCC2C)C1=O. The result is 1 (inhibitor). (3) The molecule is Nc1nc(SCc2ccccc2)c2ncn(Cc3ccccc3)c2n1. The result is 0 (non-inhibitor). (4) The compound is O=C(O)CSc1ncnc2sc3c(c12)CCC3. The result is 0 (non-inhibitor). (5) The molecule is Cc1cc2c(c(=O)o1)C1(C(=O)N(CC(=O)O)c3ccccc31)C(C#N)=C(N)O2. The result is 0 (non-inhibitor). (6) The compound is COCCn1c(=O)c(-c2cn(C)c3ccccc23)nc2cncnc21. The result is 0 (non-inhibitor). (7) The drug is CSc1nc(N)nc(-c2cccs2)c1C#N. The result is 0 (non-inhibitor).